From a dataset of Retrosynthesis with 50K atom-mapped reactions and 10 reaction types from USPTO. Predict the reactants needed to synthesize the given product. (1) Given the product CCCN1CC(c2ccc(NS(=O)(=O)c3ccc(C(C)C)cc3)cc2)C1, predict the reactants needed to synthesize it. The reactants are: CCC(=O)N1CC(c2ccc(NS(=O)(=O)c3ccc(C(C)C)cc3)cc2)C1. (2) Given the product O=C(Nc1ccccc1)N[C@@H]1CCCC[C@H]1NC1CCCNC1, predict the reactants needed to synthesize it. The reactants are: O=C(Nc1ccccc1)N[C@@H]1CCCC[C@H]1NC1CCCN(Cc2ccccc2)C1. (3) Given the product NC(=O)C[C@H](NC(=O)c1ccc2ccccc2n1)C(=O)O, predict the reactants needed to synthesize it. The reactants are: CC(C)(C)OC(=O)[C@H](CC(N)=O)NC(=O)c1ccc2ccccc2n1. (4) Given the product COc1cc2ncc(C#N)c(Nc3c(C)cccc3O)c2cc1OC, predict the reactants needed to synthesize it. The reactants are: COc1cc2ncc(C#N)c(Cl)c2cc1OC.Cc1cccc(O)c1N. (5) Given the product C[C@@H](Cn1c(=O)[nH]c(=Nc2ccc(Oc3ccccc3)cc2)n(Cc2ccc(Cl)cc2)c1=O)C(=O)O, predict the reactants needed to synthesize it. The reactants are: COC(=O)[C@@H](C)Cn1c(=O)[nH]c(=Nc2ccc(Oc3ccccc3)cc2)n(Cc2ccc(Cl)cc2)c1=O.